This data is from Reaction yield outcomes from USPTO patents with 853,638 reactions. The task is: Predict the reaction yield, written as a fraction of the theoretical maximum amount of product (1.0 means a 100% yield; for example, 0.34 means a 34% yield). (1) The reactants are COCCO[AlH2-]OCCOC.[Na+].C1(C)C=CC=CC=1.[F:20][C:21]1[CH:29]=[CH:28][CH:27]=[C:26]2[C:22]=1[C:23](=O)[O:24][C:25]2=[O:30].[OH-].[Na+]. The catalyst is [Cl-].[Na+].O.C1COCC1. The product is [F:20][C:21]1[CH:29]=[CH:28][CH:27]=[C:26]([CH2:25][OH:30])[C:22]=1[CH2:23][OH:24]. The yield is 0.680. (2) The reactants are Br[C:2]1[C:10]2[N:9]=[C:8]([CH3:11])[N:7]([CH2:12][C:13]3[CH:18]=[CH:17][CH:16]=[C:15]([Cl:19])[C:14]=3[Cl:20])[C:6]=2[CH:5]=[C:4]([N:21]2[CH2:26][CH2:25][O:24][CH2:23][CH2:22]2)[CH:3]=1.O.[CH3:28][N:29](C=O)C. The catalyst is C1C=CC(/C=C/C(/C=C/C2C=CC=CC=2)=O)=CC=1.C1C=CC(/C=C/C(/C=C/C2C=CC=CC=2)=O)=CC=1.[Pd].C1C=CC(P(C2C=CC=CC=2)[C-]2C=CC=C2)=CC=1.C1C=CC(P(C2C=CC=CC=2)[C-]2C=CC=C2)=CC=1.[Fe+2].[C-]#N.[C-]#N.[Zn+2].[Zn]. The product is [Cl:20][C:14]1[C:15]([Cl:19])=[CH:16][CH:17]=[CH:18][C:13]=1[CH2:12][N:7]1[C:6]2[CH:5]=[C:4]([N:21]3[CH2:26][CH2:25][O:24][CH2:23][CH2:22]3)[CH:3]=[C:2]([C:28]#[N:29])[C:10]=2[N:9]=[C:8]1[CH3:11]. The yield is 0.450. (3) The reactants are [Si:1]([O:8][CH2:9][CH2:10][CH2:11][C:12]([C:14]1[CH:18]=[C:17]([CH2:19][O:20][Si:21]([CH:28]([CH3:30])[CH3:29])([CH:25]([CH3:27])[CH3:26])[CH:22]([CH3:24])[CH3:23])[S:16][CH:15]=1)=[O:13])([C:4]([CH3:7])([CH3:6])[CH3:5])([CH3:3])[CH3:2].[CH:31]1([Mg]Br)[CH2:33][CH2:32]1. The catalyst is C1COCC1. The product is [Si:1]([O:8][CH2:9][CH2:10][CH2:11][C:12]([CH:31]1[CH2:33][CH2:32]1)([C:14]1[CH:18]=[C:17]([CH2:19][O:20][Si:21]([CH:25]([CH3:27])[CH3:26])([CH:22]([CH3:23])[CH3:24])[CH:28]([CH3:30])[CH3:29])[S:16][CH:15]=1)[OH:13])([C:4]([CH3:5])([CH3:7])[CH3:6])([CH3:3])[CH3:2]. The yield is 0.840. (4) The reactants are CCN(C(C)C)C(C)C.[CH3:10][C:11]([O:14][C:15]([NH:17][C@H:18]([C:27]([OH:29])=O)[CH2:19][CH2:20][C:21]1[CH:26]=[CH:25][CH:24]=[CH:23][CH:22]=1)=[O:16])([CH3:13])[CH3:12].[NH2:30][C@H:31]([C:36]([O:38][CH2:39][C:40]1[CH:45]=[CH:44][CH:43]=[CH:42][CH:41]=1)=[O:37])[CH2:32][CH:33]([CH3:35])[CH3:34].CC1C=CC(S(O)(=O)=O)=CC=1.CN(C(ON1N=NC2C=CC=NC1=2)=[N+](C)C)C.F[P-](F)(F)(F)(F)F.Cl. The catalyst is C(Cl)Cl. The product is [C:11]([O:14][C:15]([NH:17][C@@H:18]([CH2:19][CH2:20][C:21]1[CH:22]=[CH:23][CH:24]=[CH:25][CH:26]=1)[C:27]([NH:30][C@@H:31]([CH2:32][CH:33]([CH3:35])[CH3:34])[C:36]([O:38][CH2:39][C:40]1[CH:45]=[CH:44][CH:43]=[CH:42][CH:41]=1)=[O:37])=[O:29])=[O:16])([CH3:10])([CH3:12])[CH3:13]. The yield is 1.00. (5) The reactants are [CH:1]([N:4]1[C:8]([C:9]2[N:18]=[C:17]3[N:11]([CH2:12][CH2:13][O:14][C:15]4[CH:22]=[C:21](OS(C(F)(F)F)(=O)=O)[N:20]=[CH:19][C:16]=43)[CH:10]=2)=[N:7][CH:6]=[N:5]1)([CH3:3])[CH3:2].C(=O)([O-])[O-].[Na+].[Na+].C1(P(C2C=CC=CC=2)C2C=CC=CC=2)C=CC=CC=1.[C:56]([O:60][C:61]([N:63]1[CH2:68][CH:67]=[C:66](B2OC(C)(C)C(C)(C)O2)[CH2:65][CH2:64]1)=[O:62])([CH3:59])([CH3:58])[CH3:57]. The catalyst is CN(C=O)C.C(=CC(C=CC1C=CC=CC=1)=O)C1C=CC=CC=1.C(=CC(C=CC1C=CC=CC=1)=O)C1C=CC=CC=1.[Pd]. The product is [C:56]([O:60][C:61]([N:63]1[CH2:64][CH:65]=[C:66]([C:21]2[N:20]=[CH:19][C:16]3[C:17]4[N:11]([CH2:12][CH2:13][O:14][C:15]=3[CH:22]=2)[CH:10]=[C:9]([C:8]2[N:4]([CH:1]([CH3:3])[CH3:2])[N:5]=[CH:6][N:7]=2)[N:18]=4)[CH2:67][CH2:68]1)=[O:62])([CH3:59])([CH3:57])[CH3:58]. The yield is 0.450. (6) The reactants are [CH2:1](O)[CH3:2].Br[C:5]1[N:9]2[CH:10]=[C:11]([N:22]([CH2:30][CH:31]3[CH2:36][CH2:35][CH2:34][CH2:33][CH2:32]3)[C:23](=[O:29])[O:24][C:25]([CH3:28])([CH3:27])[CH3:26])[N:12]=[C:13]([NH:14][CH2:15][CH:16]3[CH2:21][CH2:20][O:19][CH2:18][CH2:17]3)[C:8]2=[N:7][CH:6]=1.C1(N[C:41]([C:43]2[CH:48]=[CH:47][C:46](B3OC(C)(C)C(C)(C)O3)=[CH:45][CH:44]=2)=[O:42])CC1.[C:58](=O)([O-])O.[Na+]. The catalyst is Cl[Pd](Cl)([P](C1C=CC=CC=1)(C1C=CC=CC=1)C1C=CC=CC=1)[P](C1C=CC=CC=1)(C1C=CC=CC=1)C1C=CC=CC=1.C(OCC)(=O)C.O. The product is [CH:31]1([CH2:30][N:22]([C:11]2[N:12]=[C:13]([NH:14][CH2:15][CH:16]3[CH2:21][CH2:20][O:19][CH2:18][CH2:17]3)[C:8]3[N:9]([C:5]([C:46]4[CH:45]=[CH:44][C:43]([C:41]([CH:2]5[CH2:1][CH2:58]5)=[O:42])=[CH:48][CH:47]=4)=[CH:6][N:7]=3)[CH:10]=2)[C:23](=[O:29])[O:24][C:25]([CH3:27])([CH3:26])[CH3:28])[CH2:36][CH2:35][CH2:34][CH2:33][CH2:32]1. The yield is 0.880. (7) The reactants are Cl.[CH3:2][C:3]1[N:8]=[CH:7][C:6]([CH2:9][O:10][C:11]2[CH:16]=[CH:15][N:14]([C:17]3[CH:22]=[CH:21][C:20]4[C:23]5[CH2:24][NH:25][CH2:26][CH2:27][CH2:28][C:29]=5[O:30][C:19]=4[CH:18]=3)[C:13](=[O:31])[CH:12]=2)=[CH:5][CH:4]=1.C=O.[C:34](O[BH-](OC(=O)C)OC(=O)C)(=O)C.[Na+]. The catalyst is ClCCl.CO.C([O-])(O)=O.[Na+]. The product is [CH3:34][N:25]1[CH2:26][CH2:27][CH2:28][C:29]2[O:30][C:19]3[CH:18]=[C:17]([N:14]4[CH:15]=[CH:16][C:11]([O:10][CH2:9][C:6]5[CH:7]=[N:8][C:3]([CH3:2])=[CH:4][CH:5]=5)=[CH:12][C:13]4=[O:31])[CH:22]=[CH:21][C:20]=3[C:23]=2[CH2:24]1. The yield is 0.850. (8) The reactants are [OH:1][C:2]1[CH:11]=[C:10]2[C:5]([C:6]([C:23]([OH:25])=[O:24])=[C:7]([CH3:22])[C:8]([C:12]3[CH:17]=[CH:16][CH:15]=[C:14]([C:18]([F:21])([F:20])[F:19])[CH:13]=3)=[N:9]2)=[CH:4][C:3]=1[S:26]([CH3:29])(=[O:28])=[O:27].[C:30](Cl)(=O)C(Cl)=O.CO. The catalyst is CN(C=O)C.ClCCl. The product is [OH:1][C:2]1[CH:11]=[C:10]2[C:5]([C:6]([C:23]([O:25][CH3:30])=[O:24])=[C:7]([CH3:22])[C:8]([C:12]3[CH:17]=[CH:16][CH:15]=[C:14]([C:18]([F:20])([F:21])[F:19])[CH:13]=3)=[N:9]2)=[CH:4][C:3]=1[S:26]([CH3:29])(=[O:28])=[O:27]. The yield is 0.840. (9) The reactants are [CH2-:1][C:2]([CH3:4])=[O:3].[CH2-:5][C:6]([CH3:8])=[O:7].[C:9]([C:12]([C@H:14]([C@@H:16]([C@@H:18]([CH2:20][OH:21])[OH:19])[OH:17])[OH:15])=O)([OH:11])=[O:10].[Si](C=[N+]=[N-])(C)(C)C.C[CH2:30][O:31]CC. The catalyst is CO. The product is [CH2-:1][C:2]([CH3:4])=[O:3].[CH2-:5][C:6]([CH3:8])=[O:7].[C:9]([CH2:12][C:14]([C@H:16]([C@@H:18]([C@@H:20]([CH2:30][OH:31])[OH:21])[OH:19])[OH:17])=[O:15])([OH:11])=[O:10]. The yield is 1.00.